Dataset: Full USPTO retrosynthesis dataset with 1.9M reactions from patents (1976-2016). Task: Predict the reactants needed to synthesize the given product. (1) Given the product [CH3:1][O:2][C:3]1[CH:4]=[C:5]([CH:34]=[CH:35][C:36]=1[O:37][CH2:38][C:39]1[CH:40]=[N:41][C:42]([O:45][CH3:46])=[CH:43][CH:44]=1)[CH2:6][N:7]1[C:11]2=[N:12][CH:13]=[C:14]([C:16]3[N:20]=[C:19]([CH:21]4[CH2:26][CH2:25][NH:24][CH2:23][CH2:22]4)[O:18][N:17]=3)[CH:15]=[C:10]2[N:9]=[CH:8]1, predict the reactants needed to synthesize it. The reactants are: [CH3:1][O:2][C:3]1[CH:4]=[C:5]([CH:34]=[CH:35][C:36]=1[O:37][CH2:38][C:39]1[CH:40]=[N:41][C:42]([O:45][CH3:46])=[CH:43][CH:44]=1)[CH2:6][N:7]1[C:11]2=[N:12][CH:13]=[C:14]([C:16]3[N:20]=[C:19]([CH:21]4[CH2:26][CH2:25][N:24](C(OC(C)(C)C)=O)[CH2:23][CH2:22]4)[O:18][N:17]=3)[CH:15]=[C:10]2[N:9]=[CH:8]1.FC(F)(F)C(O)=O. (2) Given the product [OH:91][CH:90]1[C:92]2[C:19](=[CH:20][CH:21]=[CH:22][CH:23]=2)[C:18](=[O:17])[O:96]1, predict the reactants needed to synthesize it. The reactants are: NCC1C=C(NC([O:17][CH2:18][CH2:19][C:20]2C=C[C:23](C(NC3C=CC4C(=CC=CC=4N(C(OC(C)(C)C)=O)C(OC(C)(C)C)=O)C=3)C(O)=O)=[CH:22][C:21]=2C)=O)C=CC=1S(CC)(=O)=O.C1CN([P+](ON2N=NC3C=CC=CC2=3)(N2CCCC2)N2CCCC2)CC1.F[P-](F)(F)(F)(F)F.[C:90]([OH:96])([C:92](F)(F)F)=[O:91]. (3) Given the product [N:16]1[CH:21]=[CH:20][C:19]([C:2]2[CH:7]=[CH:6][C:5]([NH:8][C:9](=[O:15])[O:10][C:11]([CH3:14])([CH3:13])[CH3:12])=[CH:4][CH:3]=2)=[CH:18][CH:17]=1, predict the reactants needed to synthesize it. The reactants are: Br[C:2]1[CH:7]=[CH:6][C:5]([NH:8][C:9](=[O:15])[O:10][C:11]([CH3:14])([CH3:13])[CH3:12])=[CH:4][CH:3]=1.[N:16]1[CH:21]=[CH:20][C:19](B(O)O)=[CH:18][CH:17]=1.C([O-])([O-])=O.[K+].[K+].C(Cl)Cl. (4) Given the product [F:20][C:18]([F:19])([F:21])[C:13]1[CH:14]=[C:15]2[C:10](=[CH:11][CH:12]=1)[N:9]=[C:8]([CH2:6][OH:5])[CH:17]=[CH:16]2, predict the reactants needed to synthesize it. The reactants are: C([O:5][C:6]([C:8]1[CH:17]=[CH:16][C:15]2[C:10](=[CH:11][CH:12]=[C:13]([C:18]([F:21])([F:20])[F:19])[CH:14]=2)[N:9]=1)=O)CCC.[BH4-].[Na+]. (5) Given the product [F:1][C:2]1[C:7]([F:8])=[CH:6][CH:5]=[CH:4][C:3]=1[C:9]1[N:42]=[C:12]2[CH:13]=[N:14][N:15]([CH:17]([C:22]3[CH:23]=[N:24][C:25]([C:28]4[CH:33]=[CH:32][C:31]([O:34][CH2:35][CH2:36][CH3:37])=[CH:30][C:29]=4[C:38]([F:41])([F:40])[F:39])=[CH:26][CH:27]=3)[C:18]([O:20][CH2:21][CH3:43])=[O:19])[CH:16]=[C:11]2[N:10]=1, predict the reactants needed to synthesize it. The reactants are: [F:1][C:2]1[C:7]([F:8])=[CH:6][CH:5]=[CH:4][C:3]=1[C:9]1[N:42]=[C:12]2[CH:13]=[N:14][N:15]([CH:17]([C:22]3[CH:23]=[N:24][C:25]([C:28]4[CH:33]=[CH:32][C:31]([O:34][CH2:35][CH2:36][CH3:37])=[CH:30][C:29]=4[C:38]([F:41])([F:40])[F:39])=[CH:26][CH:27]=3)[C:18]([O:20][CH3:21])=[O:19])[CH:16]=[C:11]2[N:10]=1.[C:43]([O-])([O-])=O.[K+].[K+].CC(O)=O. (6) The reactants are: [Si]([O:8][CH2:9][C@@H:10]([NH:25][C:26]1[CH:31]=[CH:30][C:29]([C:32]#[N:33])=[C:28]([Cl:34])[C:27]=1[CH3:35])[C:11]([NH:13][NH:14][C:15](=O)[C:16]1[CH:21]=[CH:20][C:19]([C:22]#[N:23])=[CH:18][CH:17]=1)=[O:12])(C(C)(C)C)(C)C.CCCC[N+](CCCC)(CCCC)CCCC.[F-]. Given the product [Cl:34][C:28]1[C:27]([CH3:35])=[C:26]([NH:25][C@@H:10]([C:11]2[O:12][C:15]([C:16]3[CH:17]=[CH:18][C:19]([C:22]#[N:23])=[CH:20][CH:21]=3)=[N:14][N:13]=2)[CH2:9][OH:8])[CH:31]=[CH:30][C:29]=1[C:32]#[N:33], predict the reactants needed to synthesize it. (7) The reactants are: [SH:1][C:2]1[CH:7]=[CH:6][CH:5]=[CH:4][C:3]=1[C:8](=O)[CH3:9].[OH-].[K+].Br.Br[CH2:15][CH2:16][NH2:17]. Given the product [CH3:9][C:8]1[C:3]2[CH:4]=[CH:5][CH:6]=[CH:7][C:2]=2[S:1][CH2:15][CH2:16][N:17]=1, predict the reactants needed to synthesize it. (8) Given the product [CH2:25]([O:24][CH2:23][CH:20]([O:19][CH2:1][CH2:2][CH2:3][CH2:4][CH2:5][CH2:6][CH2:7][CH2:8]/[CH:9]=[CH:10]\[CH2:11]/[CH:12]=[CH:13]\[CH2:14][CH2:15][CH2:16][CH2:17][CH3:18])[CH:21]([OH:22])[CH2:1][CH2:2][CH2:3][CH2:4][CH2:5][CH2:6][CH2:7][CH2:8]/[CH:9]=[CH:10]\[CH2:11]/[CH:12]=[CH:13]\[CH2:14][CH2:15][CH2:16][CH2:17][CH3:18])[CH2:26][CH2:27][CH2:28][CH2:29][CH2:30][CH2:31][CH2:32]/[CH:33]=[CH:34]\[CH2:35]/[CH:36]=[CH:37]\[CH2:38][CH2:39][CH2:40][CH2:41][CH3:42], predict the reactants needed to synthesize it. The reactants are: [CH2:1]([O:19][CH:20]([CH2:23][O:24][CH2:25][CH2:26][CH2:27][CH2:28][CH2:29][CH2:30][CH2:31][CH2:32]/[CH:33]=[CH:34]\[CH2:35]/[CH:36]=[CH:37]\[CH2:38][CH2:39][CH2:40][CH2:41][CH3:42])[CH:21]=[O:22])[CH2:2][CH2:3][CH2:4][CH2:5][CH2:6][CH2:7][CH2:8]/[CH:9]=[CH:10]\[CH2:11]/[CH:12]=[CH:13]\[CH2:14][CH2:15][CH2:16][CH2:17][CH3:18]. (9) The reactants are: S(O[CH2:6][CH2:7][CH2:8][CH2:9][CH:10]1[C:18]2[C:13](=[CH:14][CH:15]=[CH:16][CH:17]=2)[NH:12][C:11]1=[O:19])(C)(=O)=O.[Cl:20][C:21]1[CH:26]=[CH:25][C:24]([N:27]2[CH2:32][CH2:31][NH:30][CH2:29][CH2:28]2)=[C:23]([CH3:33])[CH:22]=1. Given the product [ClH:20].[Cl:20][C:21]1[CH:26]=[CH:25][C:24]([N:27]2[CH2:32][CH2:31][N:30]([CH2:6][CH2:7][CH2:8][CH2:9][CH:10]3[C:18]4[C:13](=[CH:14][CH:15]=[CH:16][CH:17]=4)[NH:12][C:11]3=[O:19])[CH2:29][CH2:28]2)=[C:23]([CH3:33])[CH:22]=1, predict the reactants needed to synthesize it. (10) Given the product [F:1][C:2]1[C:3]([NH:20][C@@H:21]2[CH2:26][CH2:25][CH2:24][N:23]([C:27](=[O:30])[CH:28]=[CH2:29])[CH2:22]2)=[N:4][C:5]([NH:8][C:9]2[CH:10]=[CH:11][C:12]3[CH2:18][CH2:17][CH2:16][N:15]([CH2:42][CH:43]4[CH2:46][O:45][CH2:44]4)[CH2:14][C:13]=3[CH:19]=2)=[N:6][CH:7]=1, predict the reactants needed to synthesize it. The reactants are: [F:1][C:2]1[C:3]([NH:20][C@@H:21]2[CH2:26][CH2:25][CH2:24][N:23]([C:27](=[O:30])[CH:28]=[CH2:29])[CH2:22]2)=[N:4][C:5]([NH:8][C:9]2[CH:10]=[CH:11][C:12]3[CH2:18][CH2:17][CH2:16][NH:15][CH2:14][C:13]=3[CH:19]=2)=[N:6][CH:7]=1.CC1C=CC(S(O[CH2:42][CH:43]2[CH2:46][O:45][CH2:44]2)(=O)=O)=CC=1.C([O-])([O-])=O.[Cs+].[Cs+].